From a dataset of Forward reaction prediction with 1.9M reactions from USPTO patents (1976-2016). Predict the product of the given reaction. (1) Given the reactants [CH3:1][O:2][C:3](=[O:14])[C:4]1[CH:12]=[CH:11][C:7]([C:8]([OH:10])=[O:9])=[C:6]([NH2:13])[CH:5]=1.C(N(CC)CC)C.[Cl:22][C:23]1[C:24]2[CH:34]=[CH:33][CH:32]=[CH:31][C:25]=2[S:26][C:27]=1[C:28](Cl)=[O:29], predict the reaction product. The product is: [CH3:1][O:2][C:3](=[O:14])[C:4]1[CH:12]=[CH:11][C:7]([C:8]([OH:10])=[O:9])=[C:6]([NH:13][C:28]([C:27]2[S:26][C:25]3[CH:31]=[CH:32][CH:33]=[CH:34][C:24]=3[C:23]=2[Cl:22])=[O:29])[CH:5]=1. (2) Given the reactants [CH2:1]([O:8][C:9]([NH:11][C:12]1[C:13]([C:23](O)=[O:24])=[N:14][C:15]2[C:20]([CH:21]=1)=[CH:19][CH:18]=[C:17]([Br:22])[CH:16]=2)=[O:10])[C:2]1[CH:7]=[CH:6][CH:5]=[CH:4][CH:3]=1.[NH2:26][C:27]1[CH:28]=[N:29][CH:30]=[CH:31][C:32]=1[N:33]1[CH2:38][C@H:37]([CH3:39])[C@H:36]([N:40]2[CH:44]=[CH:43][N:42]=[N:41]2)[C@H:35]([NH:45][C:46](=[O:52])[O:47][C:48]([CH3:51])([CH3:50])[CH3:49])[CH2:34]1.CN(C(ON1N=NC2C=CC=NC1=2)=[N+](C)C)C.F[P-](F)(F)(F)(F)F.CCN(C(C)C)C(C)C, predict the reaction product. The product is: [Br:22][C:17]1[CH:16]=[C:15]2[C:20]([CH:21]=[C:12]([NH:11][C:9](=[O:10])[O:8][CH2:1][C:2]3[CH:3]=[CH:4][CH:5]=[CH:6][CH:7]=3)[C:13]([C:23]([NH:26][C:27]3[CH:28]=[N:29][CH:30]=[CH:31][C:32]=3[N:33]3[CH2:38][C@H:37]([CH3:39])[C@H:36]([N:40]4[CH:44]=[CH:43][N:42]=[N:41]4)[C@H:35]([NH:45][C:46]([O:47][C:48]([CH3:51])([CH3:50])[CH3:49])=[O:52])[CH2:34]3)=[O:24])=[N:14]2)=[CH:19][CH:18]=1. (3) Given the reactants C(OC([NH:8][C:9]1[CH:10]=[CH:11][C:12]([N:15]2[CH2:20][CH2:19][C:18]3=[C:21]([C:24]([NH2:26])=[O:25])[NH:22][N:23]=[C:17]3[CH2:16]2)=[N:13][CH:14]=1)=O)(C)(C)C.FC(F)(F)C(O)=O, predict the reaction product. The product is: [NH2:8][C:9]1[CH:10]=[CH:11][C:12]([N:15]2[CH2:20][CH2:19][C:18]3=[C:21]([C:24]([NH2:26])=[O:25])[NH:22][N:23]=[C:17]3[CH2:16]2)=[N:13][CH:14]=1. (4) Given the reactants [Br:1][C:2]1[CH:3]=[CH:4][C:5]2[C:11]3[S:12][C:13]([C:15]([NH:17][CH:18]([CH3:20])[CH3:19])=O)=[CH:14][C:10]=3[CH2:9][CH2:8][O:7][C:6]=2[CH:21]=1.C1(C)C=CC=CC=1.P(Cl)(Cl)(Cl)(Cl)Cl.C(Cl)Cl.[NH:38]([C:40](OC)=[O:41])[NH2:39].C(=O)([O-])[O-].[K+].[K+], predict the reaction product. The product is: [Br:1][C:2]1[CH:3]=[CH:4][C:5]2[C:11]3[S:12][C:13]([C:15]4[N:17]([CH:18]([CH3:20])[CH3:19])[C:40](=[O:41])[NH:38][N:39]=4)=[CH:14][C:10]=3[CH2:9][CH2:8][O:7][C:6]=2[CH:21]=1. (5) The product is: [N:37]1[CH:38]=[CH:39][CH:40]=[N:41][C:36]=1[C:33]1[CH:34]=[CH:35][C:30]([C:23]2([OH:22])[CH2:28][CH2:27][CH:26]([NH:19][C@H:16]3[CH2:17][CH2:18][N:14]([C:12](=[O:13])[CH2:11][O:10][CH2:9][C:5]4[CH:4]=[C:3]([C:2]([F:1])([F:20])[F:21])[CH:8]=[CH:7][N:6]=4)[CH2:15]3)[CH2:25][CH2:24]2)=[N:31][CH:32]=1. Given the reactants [F:1][C:2]([F:21])([F:20])[C:3]1[CH:8]=[CH:7][N:6]=[C:5]([CH2:9][O:10][CH2:11][C:12]([N:14]2[CH2:18][CH2:17][C@H:16]([NH2:19])[CH2:15]2)=[O:13])[CH:4]=1.[OH:22][C:23]1([C:30]2[CH:35]=[CH:34][C:33]([C:36]3[N:41]=[CH:40][CH:39]=[CH:38][N:37]=3)=[CH:32][N:31]=2)[CH2:28][CH2:27][C:26](=O)[CH2:25][CH2:24]1.C(O[BH-](OC(=O)C)OC(=O)C)(=O)C.[Na+].CCOC(C)=O, predict the reaction product. (6) Given the reactants [NH:1]([C:3]1[CH:4]=[C:5]([CH:8]=[CH:9][N:10]=1)[C:6]#[N:7])[NH2:2].CN(C)/[CH:13]=[CH:14]/[C:15]([O:17][CH2:18][CH3:19])=[O:16].CC(O)=O, predict the reaction product. The product is: [C:6]([C:5]1[CH:8]=[CH:9][N:10]=[C:3]([NH:1][NH:2]/[CH:13]=[CH:14]/[C:15]([O:17][CH2:18][CH3:19])=[O:16])[CH:4]=1)#[N:7].